Dataset: Peptide-MHC class II binding affinity with 134,281 pairs from IEDB. Task: Regression. Given a peptide amino acid sequence and an MHC pseudo amino acid sequence, predict their binding affinity value. This is MHC class II binding data. (1) The peptide sequence is LLAMAVLAALFAGAW. The MHC is DRB3_0202 with pseudo-sequence DRB3_0202. The binding affinity (normalized) is 0. (2) The peptide sequence is LISRVLDGLVMTTIS. The MHC is DRB4_0101 with pseudo-sequence DRB4_0103. The binding affinity (normalized) is 0.407.